Dataset: Reaction yield outcomes from USPTO patents with 853,638 reactions. Task: Predict the reaction yield, written as a fraction of the theoretical maximum amount of product (1.0 means a 100% yield; for example, 0.34 means a 34% yield). (1) The reactants are Br[C:2]1[CH:7]=[C:6]([Cl:8])[C:5]([CH2:9][O:10][C:11]2[CH:16]=[CH:15][C:14]([Cl:17])=[C:13]([Cl:18])[CH:12]=2)=[CH:4][C:3]=1[F:19].CC1(C)C2[C:42](=C(P(C3C=CC=CC=3)C3C=CC=CC=3)C=CC=2)[O:41]C2C(P(C3C=CC=CC=3)C3C=CC=CC=3)=CC=CC1=2.[CH3:62][N:63]([CH3:68])[S:64]([NH2:67])(=[O:66])=[O:65].C(N(CC)CC)C. The catalyst is O1CCOCC1.C([O-])(=O)C.[Pd+2].C([O-])(=O)C. The product is [Cl:8][C:6]1[C:5]([CH2:9][O:10][C:11]2[CH:16]=[CH:15][C:14]([Cl:17])=[C:13]([Cl:18])[CH:12]=2)=[CH:4][C:3]([F:19])=[C:2]([CH:7]=1)[C:42]([NH:67][S:64](=[O:66])(=[O:65])[N:63]([CH3:68])[CH3:62])=[O:41]. The yield is 0.250. (2) The reactants are Br[C:2]1[CH:7]=[CH:6][C:5]([S:8]([N:11]([CH3:19])[CH2:12][CH2:13][N:14]2[CH2:18][CH2:17][CH2:16][CH2:15]2)(=[O:10])=[O:9])=[CH:4][CH:3]=1.[Cl:20][C:21]1[CH:26]=[CH:25][CH:24]=[C:23]([Cl:27])[C:22]=1[C:28]1[CH:38]=[C:37]([CH3:39])[C:31]2[N:32]=[C:33]([NH2:36])[N:34]=[N:35][C:30]=2[CH:29]=1.C([O-])([O-])=O.[Cs+].[Cs+].CC1(C)C2C(=C(P(C3C=CC=CC=3)C3C=CC=CC=3)C=CC=2)OC2C(P(C3C=CC=CC=3)C3C=CC=CC=3)=CC=CC1=2. The catalyst is O1CCOCC1.C1C=CC(/C=C/C(/C=C/C2C=CC=CC=2)=O)=CC=1.C1C=CC(/C=C/C(/C=C/C2C=CC=CC=2)=O)=CC=1.C1C=CC(/C=C/C(/C=C/C2C=CC=CC=2)=O)=CC=1.[Pd].[Pd]. The product is [Cl:20][C:21]1[CH:26]=[CH:25][CH:24]=[C:23]([Cl:27])[C:22]=1[C:28]1[CH:38]=[C:37]([CH3:39])[C:31]2[N:32]=[C:33]([NH:36][C:2]3[CH:7]=[CH:6][C:5]([S:8]([N:11]([CH3:19])[CH2:12][CH2:13][N:14]4[CH2:18][CH2:17][CH2:16][CH2:15]4)(=[O:10])=[O:9])=[CH:4][CH:3]=3)[N:34]=[N:35][C:30]=2[CH:29]=1. The yield is 0.760. (3) The reactants are [CH2:1]([O:8][C:9](=[O:21])[N:10]([CH2:12][C@H:13]1[CH2:18][CH2:17][C@H:16]([CH2:19][OH:20])[CH2:15][CH2:14]1)[CH3:11])[C:2]1[CH:7]=[CH:6][CH:5]=[CH:4][CH:3]=1.CS(C)=O.C(N(CC)CC)C. The catalyst is ClCCl. The product is [CH2:1]([O:8][C:9](=[O:21])[N:10]([CH2:12][C@H:13]1[CH2:14][CH2:15][C@H:16]([CH:19]=[O:20])[CH2:17][CH2:18]1)[CH3:11])[C:2]1[CH:7]=[CH:6][CH:5]=[CH:4][CH:3]=1. The yield is 0.976. (4) The reactants are [CH2:1]([O:3][C:4]1[CH:5]=[C:6]([C:20]2[CH:25]=[CH:24][C:23]([CH2:26][C:27]([OH:29])=O)=[C:22]([F:30])[CH:21]=2)[CH:7]=[N:8][C:9]=1[O:10][CH2:11][C:12]1[CH:17]=[CH:16][C:15]([O:18][CH3:19])=[CH:14][CH:13]=1)[CH3:2].[CH3:31][N:32]([CH3:47])[CH2:33][CH2:34][O:35][C:36]1[CH:37]=[C:38]([CH:40]=[C:41]([C:43]([F:46])([F:45])[F:44])[CH:42]=1)[NH2:39].C(P1(=O)OP(CCC)(=O)OP(CCC)(=O)O1)CC. The catalyst is N1C=CC=CC=1. The product is [CH3:31][N:32]([CH3:47])[CH2:33][CH2:34][O:35][C:36]1[CH:37]=[C:38]([NH:39][C:27](=[O:29])[CH2:26][C:23]2[CH:24]=[CH:25][C:20]([C:6]3[CH:7]=[N:8][C:9]([O:10][CH2:11][C:12]4[CH:17]=[CH:16][C:15]([O:18][CH3:19])=[CH:14][CH:13]=4)=[C:4]([O:3][CH2:1][CH3:2])[CH:5]=3)=[CH:21][C:22]=2[F:30])[CH:40]=[C:41]([C:43]([F:44])([F:45])[F:46])[CH:42]=1. The yield is 0.641. (5) The reactants are [C-:1]#[N:2].[Na+].[CH3:4][O:5][C:6](=[O:14])[CH2:7][CH2:8][CH2:9][CH2:10][CH2:11][CH2:12]Br.[CH3:15]S(C)=O. The catalyst is [I-].C([N+](CCCC)(CCCC)CCCC)CCC.O. The product is [CH2:4]([O:5][C:6](=[O:14])[CH2:7][CH2:8][CH2:9][CH2:10][CH2:11][CH2:12][C:1]#[N:2])[CH3:15]. The yield is 0.940. (6) The reactants are C([O:3][C:4]([C:6]1[C:7]([CH2:24][C:25]2[CH:30]=[CH:29][CH:28]=[CH:27][CH:26]=2)([OH:23])[C:8]2[C:13]([C:14]=1[C:15]1[CH:20]=[CH:19][CH:18]=[CH:17][CH:16]=1)=[CH:12][CH:11]=[C:10]([O:21][CH3:22])[CH:9]=2)=[O:5])C.[OH-].[Na+]. The catalyst is C1COCC1.C(O)C. The product is [CH2:24]([C:7]1([OH:23])[C:8]2[C:13](=[CH:12][CH:11]=[C:10]([O:21][CH3:22])[CH:9]=2)[C:14]([C:15]2[CH:16]=[CH:17][CH:18]=[CH:19][CH:20]=2)=[C:6]1[C:4]([OH:5])=[O:3])[C:25]1[CH:30]=[CH:29][CH:28]=[CH:27][CH:26]=1. The yield is 1.00. (7) The reactants are [C:1]([O:5][C:6]([NH:8][CH2:9][C:10]1[CH:15]=[CH:14][C:13]([NH:16][C:17](=[O:37])[CH2:18][NH:19]C(=O)OCC2C3C=CC=CC=3C3C2=CC=CC=3)=[CH:12][CH:11]=1)=[O:7])([CH3:4])([CH3:3])[CH3:2].N1CCCCC1. The catalyst is CN(C=O)C. The product is [NH2:19][CH2:18][C:17]([NH:16][C:13]1[CH:12]=[CH:11][C:10]([CH2:9][NH:8][C:6](=[O:7])[O:5][C:1]([CH3:2])([CH3:3])[CH3:4])=[CH:15][CH:14]=1)=[O:37]. The yield is 0.846.